Dataset: NCI-60 drug combinations with 297,098 pairs across 59 cell lines. Task: Regression. Given two drug SMILES strings and cell line genomic features, predict the synergy score measuring deviation from expected non-interaction effect. (1) Drug 1: C1=CC(=CC=C1CC(C(=O)O)N)N(CCCl)CCCl.Cl. Drug 2: CC1CCC2CC(C(=CC=CC=CC(CC(C(=O)C(C(C(=CC(C(=O)CC(OC(=O)C3CCCCN3C(=O)C(=O)C1(O2)O)C(C)CC4CCC(C(C4)OC)O)C)C)O)OC)C)C)C)OC. Cell line: ACHN. Synergy scores: CSS=38.7, Synergy_ZIP=-5.86, Synergy_Bliss=-2.98, Synergy_Loewe=-0.974, Synergy_HSA=0.241. (2) Drug 1: CC1=C2C(C(=O)C3(C(CC4C(C3C(C(C2(C)C)(CC1OC(=O)C(C(C5=CC=CC=C5)NC(=O)C6=CC=CC=C6)O)O)OC(=O)C7=CC=CC=C7)(CO4)OC(=O)C)O)C)OC(=O)C. Drug 2: CN(CC1=CN=C2C(=N1)C(=NC(=N2)N)N)C3=CC=C(C=C3)C(=O)NC(CCC(=O)O)C(=O)O. Cell line: NCI-H322M. Synergy scores: CSS=32.1, Synergy_ZIP=0.0637, Synergy_Bliss=-0.141, Synergy_Loewe=-20.9, Synergy_HSA=-1.19. (3) Drug 1: CCN(CC)CCNC(=O)C1=C(NC(=C1C)C=C2C3=C(C=CC(=C3)F)NC2=O)C. Drug 2: CCC1(C2=C(COC1=O)C(=O)N3CC4=CC5=C(C=CC(=C5CN(C)C)O)N=C4C3=C2)O.Cl. Cell line: K-562. Synergy scores: CSS=19.7, Synergy_ZIP=0.962, Synergy_Bliss=-0.163, Synergy_Loewe=-40.2, Synergy_HSA=-6.94. (4) Drug 1: C1C(C(OC1N2C=NC3=C(N=C(N=C32)Cl)N)CO)O. Drug 2: CC12CCC3C(C1CCC2O)C(CC4=C3C=CC(=C4)O)CCCCCCCCCS(=O)CCCC(C(F)(F)F)(F)F. Cell line: HT29. Synergy scores: CSS=33.2, Synergy_ZIP=-4.81, Synergy_Bliss=2.74, Synergy_Loewe=1.37, Synergy_HSA=1.51. (5) Drug 2: COC1=CC(=CC(=C1O)OC)C2C3C(COC3=O)C(C4=CC5=C(C=C24)OCO5)OC6C(C(C7C(O6)COC(O7)C8=CC=CS8)O)O. Synergy scores: CSS=39.4, Synergy_ZIP=-4.61, Synergy_Bliss=-2.61, Synergy_Loewe=2.97, Synergy_HSA=4.51. Cell line: A498. Drug 1: C1CN1C2=NC(=NC(=N2)N3CC3)N4CC4. (6) Synergy scores: CSS=39.8, Synergy_ZIP=-4.19, Synergy_Bliss=-7.64, Synergy_Loewe=-8.29, Synergy_HSA=-5.37. Cell line: CAKI-1. Drug 1: CC12CCC(CC1=CCC3C2CCC4(C3CC=C4C5=CN=CC=C5)C)O. Drug 2: C1=CN(C(=O)N=C1N)C2C(C(C(O2)CO)O)O.Cl. (7) Synergy scores: CSS=14.8, Synergy_ZIP=-4.16, Synergy_Bliss=1.66, Synergy_Loewe=-4.51, Synergy_HSA=-1.67. Drug 1: CC1=C(C(CCC1)(C)C)C=CC(=CC=CC(=CC(=O)O)C)C. Cell line: SK-MEL-28. Drug 2: C1=NC(=NC(=O)N1C2C(C(C(O2)CO)O)O)N. (8) Drug 1: COC1=C(C=C2C(=C1)N=CN=C2NC3=CC(=C(C=C3)F)Cl)OCCCN4CCOCC4. Drug 2: CC1C(C(CC(O1)OC2CC(CC3=C2C(=C4C(=C3O)C(=O)C5=CC=CC=C5C4=O)O)(C(=O)C)O)N)O. Cell line: SF-295. Synergy scores: CSS=43.3, Synergy_ZIP=3.25, Synergy_Bliss=3.36, Synergy_Loewe=-6.46, Synergy_HSA=4.20. (9) Drug 1: CC=C1C(=O)NC(C(=O)OC2CC(=O)NC(C(=O)NC(CSSCCC=C2)C(=O)N1)C(C)C)C(C)C. Drug 2: C1C(C(OC1N2C=NC(=NC2=O)N)CO)O. Cell line: OVCAR-5. Synergy scores: CSS=74.0, Synergy_ZIP=5.68, Synergy_Bliss=5.09, Synergy_Loewe=-42.7, Synergy_HSA=6.16.